Dataset: Forward reaction prediction with 1.9M reactions from USPTO patents (1976-2016). Task: Predict the product of the given reaction. (1) Given the reactants [C:1]([O:5][C:6]([N:8]1[C:16]2[C:11](=[CH:12][CH:13]=[CH:14][CH:15]=2)[C:10](/[CH:17]=[CH:18]/[C:19](O)=[O:20])=[CH:9]1)=[O:7])([CH3:4])([CH3:3])[CH3:2].[C:22]([NH:30][NH2:31])(=[O:29])[C:23]1[CH:28]=[CH:27][CH:26]=[CH:25][CH:24]=1.CN(C(ON1N=NC2C=CC=NC1=2)=[N+](C)C)C.F[P-](F)(F)(F)(F)F.C(N(CC)C(C)C)(C)C, predict the reaction product. The product is: [C:22]([NH:30][NH:31][C:19](=[O:20])/[CH:18]=[CH:17]/[C:10]1[C:11]2[C:16](=[CH:15][CH:14]=[CH:13][CH:12]=2)[N:8]([C:6]([O:5][C:1]([CH3:2])([CH3:3])[CH3:4])=[O:7])[CH:9]=1)(=[O:29])[C:23]1[CH:28]=[CH:27][CH:26]=[CH:25][CH:24]=1. (2) Given the reactants CN(C(ON1N=NC2C=CC=NC1=2)=[N+](C)C)C.F[P-](F)(F)(F)(F)F.CCN(C(C)C)C(C)C.[CH3:34][N:35]([CH3:40])[CH2:36][C:37](O)=[O:38].[F:41][C:42]1[CH:47]=[CH:46][C:45]([NH:48][C:49]2[C:50]3[C:57]4[CH2:58][CH2:59][NH:60][CH2:61][C:56]=4[S:55][C:51]=3[N:52]=[CH:53][N:54]=2)=[C:44]([O:62][CH:63]2[CH2:68][CH2:67][O:66][CH2:65][CH2:64]2)[CH:43]=1, predict the reaction product. The product is: [CH3:34][N:35]([CH3:40])[CH2:36][C:37]([N:60]1[CH2:59][CH2:58][C:57]2[C:50]3[C:49]([NH:48][C:45]4[CH:46]=[CH:47][C:42]([F:41])=[CH:43][C:44]=4[O:62][CH:63]4[CH2:68][CH2:67][O:66][CH2:65][CH2:64]4)=[N:54][CH:53]=[N:52][C:51]=3[S:55][C:56]=2[CH2:61]1)=[O:38]. (3) The product is: [NH2:8][C:9]1[N:18]=[C:17]([N:1]2[CH2:7][CH2:6][CH2:5][NH:4][CH2:3][CH2:2]2)[C:16]2[C:11](=[N:12][CH:13]=[C:14]([C:19]3[CH:24]=[CH:23][C:22]([O:25][CH3:26])=[C:21]([O:27][CH3:28])[CH:20]=3)[N:15]=2)[N:10]=1. Given the reactants [NH:1]1[CH2:7][CH2:6][CH2:5][NH:4][CH2:3][CH2:2]1.[NH2:8][C:9]1[N:18]=[CH:17][C:16]2[C:11](=[N:12][CH:13]=[C:14]([C:19]3[CH:24]=[CH:23][C:22]([O:25][CH3:26])=[C:21]([O:27][CH3:28])[CH:20]=3)[N:15]=2)[N:10]=1.S([O-])([O-])(=O)=O.[NH4+].[NH4+].C1(C)C=CC(S(O)(=O)=O)=CC=1, predict the reaction product. (4) The product is: [F:31][C:30]([F:33])([F:32])[S:27]([O:4][CH2:3][C:2]([F:1])([F:11])[C:5]1[CH:10]=[CH:9][CH:8]=[CH:7][N:6]=1)(=[O:29])=[O:28]. Given the reactants [F:1][C:2]([F:11])([C:5]1[CH:10]=[CH:9][CH:8]=[CH:7][N:6]=1)[CH2:3][OH:4].C(C1C=C(C)C=C(C(C)(C)C)N=1)(C)(C)C.[S:27](O[S:27]([C:30]([F:33])([F:32])[F:31])(=[O:29])=[O:28])([C:30]([F:33])([F:32])[F:31])(=[O:29])=[O:28], predict the reaction product. (5) Given the reactants [ClH:1].[CH3:2][O:3][CH2:4][CH2:5][C:6]#[N:7].[CH2:8]([OH:10])[CH3:9], predict the reaction product. The product is: [ClH:1].[CH3:2][O:3][CH2:4][CH2:5][C:6](=[NH:7])[O:10][CH2:8][CH3:9]. (6) Given the reactants [N:1]([CH2:4][C:5]1[C:10]([CH3:11])=[N:9][C:8]2[N:12]([CH2:15][CH3:16])[N:13]=[CH:14][C:7]=2[C:6]=1[NH:17][CH:18]1[CH2:23][CH2:22][O:21][CH2:20][CH2:19]1)=[N+]=[N-], predict the reaction product. The product is: [NH2:1][CH2:4][C:5]1[C:10]([CH3:11])=[N:9][C:8]2[N:12]([CH2:15][CH3:16])[N:13]=[CH:14][C:7]=2[C:6]=1[NH:17][CH:18]1[CH2:19][CH2:20][O:21][CH2:22][CH2:23]1. (7) Given the reactants [F:1][C:2]([F:20])([F:19])[C:3]1[CH:8]=[CH:7][C:6]([C@H:9]2[C:18]3[N:17]=[CH:16][CH:15]=[CH:14][C:13]=3[CH2:12][CH2:11][NH:10]2)=[CH:5][CH:4]=1.[N:21]([C:24]1[CH:25]=[N:26][CH:27]=[CH:28][CH:29]=1)=[C:22]=[O:23], predict the reaction product. The product is: [N:26]1[CH:27]=[CH:28][CH:29]=[C:24]([NH:21][C:22]([N:10]2[C@@H:9]([C:6]3[CH:7]=[CH:8][C:3]([C:2]([F:1])([F:19])[F:20])=[CH:4][CH:5]=3)[C:18]3[N:17]=[CH:16][CH:15]=[CH:14][C:13]=3[CH2:12][CH2:11]2)=[O:23])[CH:25]=1. (8) Given the reactants [C:1]1([C:20]2[CH:25]=[CH:24][CH:23]=[CH:22][CH:21]=2)[CH:6]=[CH:5][C:4]([C:7]([NH:9][C:10]2[CH:19]=[CH:18][C:13]([C:14](OC)=[O:15])=[CH:12][CH:11]=2)=[O:8])=[CH:3][CH:2]=1.O.[NH2:27][NH2:28], predict the reaction product. The product is: [NH:27]([C:14]([C:13]1[CH:18]=[CH:19][C:10]([NH:9][C:7]([C:4]2[CH:5]=[CH:6][C:1]([C:20]3[CH:25]=[CH:24][CH:23]=[CH:22][CH:21]=3)=[CH:2][CH:3]=2)=[O:8])=[CH:11][CH:12]=1)=[O:15])[NH2:28]. (9) The product is: [C:1]([CH2:3][C:9]1([CH3:22])[CH2:10][CH2:11][N:12]([C:15]([O:17][C:18]([CH3:21])([CH3:20])[CH3:19])=[O:16])[CH2:13][CH2:14]1)#[N:2]. Given the reactants [C:1]([CH:3]([C:9]1([CH3:22])[CH2:14][CH2:13][N:12]([C:15]([O:17][C:18]([CH3:21])([CH3:20])[CH3:19])=[O:16])[CH2:11][CH2:10]1)C(OCC)=O)#[N:2].[Cl-].[Li+], predict the reaction product. (10) Given the reactants [F:1][C:2]1[CH:3]=[C:4]([CH:13]2[CH2:18][NH:17][CH2:16][CH:15]([C:19]([O:21][CH3:22])=[O:20])[CH2:14]2)[CH:5]=[CH:6][C:7]=1[O:8][C:9]([F:12])([F:11])[F:10].C(N(CC)CC)C.[C:30](O[C:30]([O:32][C:33]([CH3:36])([CH3:35])[CH3:34])=[O:31])([O:32][C:33]([CH3:36])([CH3:35])[CH3:34])=[O:31], predict the reaction product. The product is: [F:1][C:2]1[CH:3]=[C:4]([CH:13]2[CH2:18][N:17]([C:30]([O:32][C:33]([CH3:36])([CH3:35])[CH3:34])=[O:31])[CH2:16][CH:15]([C:19]([O:21][CH3:22])=[O:20])[CH2:14]2)[CH:5]=[CH:6][C:7]=1[O:8][C:9]([F:12])([F:10])[F:11].